Dataset: Catalyst prediction with 721,799 reactions and 888 catalyst types from USPTO. Task: Predict which catalyst facilitates the given reaction. (1) Reactant: [F:1][CH2:2][C@@:3]1([C:48]([O:50]CC2C=CC=CC=2)=[O:49])[CH2:8][CH2:7][C:6]([C:9]2[C:10]([CH3:47])([CH3:46])[C@H:11]3[C@:24]([CH3:27])([CH2:25][CH:26]=2)[C@@H:23]2[C@:14]([CH3:45])([C@@:15]4([CH3:44])[C@H:20]([CH2:21][CH2:22]2)[C@H:19]2[C@H:28]([C:31]([CH3:33])=[CH2:32])[CH2:29][CH2:30][C@:18]2([NH:34][C:35](=[O:43])[CH2:36][CH:37]2[CH2:42][CH2:41][O:40][CH2:39][CH2:38]2)[CH2:17][CH2:16]4)[CH2:13][CH2:12]3)=[CH:5][CH2:4]1.[OH-].[Na+]. Product: [F:1][CH2:2][C@@:3]1([C:48]([OH:50])=[O:49])[CH2:8][CH2:7][C:6]([C:9]2[C:10]([CH3:47])([CH3:46])[C@H:11]3[C@:24]([CH3:27])([CH2:25][CH:26]=2)[C@@H:23]2[C@:14]([CH3:45])([C@@:15]4([CH3:44])[C@H:20]([CH2:21][CH2:22]2)[C@H:19]2[C@H:28]([C:31]([CH3:33])=[CH2:32])[CH2:29][CH2:30][C@:18]2([NH:34][C:35](=[O:43])[CH2:36][CH:37]2[CH2:42][CH2:41][O:40][CH2:39][CH2:38]2)[CH2:17][CH2:16]4)[CH2:13][CH2:12]3)=[CH:5][CH2:4]1. The catalyst class is: 169. (2) Reactant: [F:1][C:2]1[CH:3]=[C:4]([F:12])[C:5]2[O:9][CH:8]=[C:7]([CH3:10])[C:6]=2[CH:11]=1.[CH:13]1([C:18](Cl)=[O:19])[CH2:17][CH2:16][CH2:15][CH2:14]1.[Cl-].[Al+3].[Cl-].[Cl-].O. Product: [CH:13]1([C:18]([C:8]2[O:9][C:5]3[C:4]([F:12])=[CH:3][C:2]([F:1])=[CH:11][C:6]=3[C:7]=2[CH3:10])=[O:19])[CH2:17][CH2:16][CH2:15][CH2:14]1. The catalyst class is: 463. (3) Reactant: [Si:1]([O:8][CH2:9][CH2:10][O:11][C:12]1[C:13]([C:20]2[CH:30]=[CH:29][C:23]([C:24]([N:26]([CH3:28])[CH3:27])=[O:25])=[CH:22][CH:21]=2)=[N:14][C:15]([CH:18]=O)=[CH:16][CH:17]=1)([C:4]([CH3:7])([CH3:6])[CH3:5])([CH3:3])[CH3:2].[NH2:31][C:32]1[CH:40]=[C:39]([O:41][CH3:42])[CH:38]=[C:37]([O:43][CH3:44])[C:33]=1[C:34]([NH2:36])=[O:35].OS([O-])=O.[Na+].O.C1(C)C=CC(S(O)(=O)=O)=CC=1. Product: [Si:1]([O:8][CH2:9][CH2:10][O:11][C:12]1[C:13]([C:20]2[CH:21]=[CH:22][C:23]([C:24]([N:26]([CH3:28])[CH3:27])=[O:25])=[CH:29][CH:30]=2)=[N:14][C:15]([C:18]2[NH:36][C:34](=[O:35])[C:33]3[C:32](=[CH:40][C:39]([O:41][CH3:42])=[CH:38][C:37]=3[O:43][CH3:44])[N:31]=2)=[CH:16][CH:17]=1)([C:4]([CH3:7])([CH3:5])[CH3:6])([CH3:3])[CH3:2]. The catalyst class is: 80.